Dataset: Reaction yield outcomes from USPTO patents with 853,638 reactions. Task: Predict the reaction yield, written as a fraction of the theoretical maximum amount of product (1.0 means a 100% yield; for example, 0.34 means a 34% yield). The reactants are C([C:5]1[CH:6]=[CH:7][C:8](O)=[C:9]([C:11]2(C3C=CC=CC=3)[C:19]3[C:14](=[CH:15][CH:16]=[CH:17][CH:18]=3)[NH:13][C:12]2=[O:20])[CH:10]=1)(C)(C)C.C1([Mg]Br)C=CC=CC=1.N1C2C(=CC=CC=2)C(=O)C1=[O:38]. The catalyst is C1COCC1. The product is [OH:38][C:11]1([C:9]2[CH:8]=[CH:7][CH:6]=[CH:5][CH:10]=2)[C:19]2[C:14](=[CH:15][CH:16]=[CH:17][CH:18]=2)[NH:13][C:12]1=[O:20]. The yield is 0.900.